The task is: Regression. Given two drug SMILES strings and cell line genomic features, predict the synergy score measuring deviation from expected non-interaction effect.. This data is from NCI-60 drug combinations with 297,098 pairs across 59 cell lines. (1) Drug 1: CN(C)N=NC1=C(NC=N1)C(=O)N. Drug 2: CN1C(=O)N2C=NC(=C2N=N1)C(=O)N. Cell line: HS 578T. Synergy scores: CSS=1.75, Synergy_ZIP=-0.199, Synergy_Bliss=0.592, Synergy_Loewe=-3.86, Synergy_HSA=-1.73. (2) Synergy scores: CSS=2.04, Synergy_ZIP=0.832, Synergy_Bliss=2.35, Synergy_Loewe=0.875, Synergy_HSA=0.857. Drug 1: C1CCC(C(C1)N)N.C(=O)(C(=O)[O-])[O-].[Pt+4]. Drug 2: C(CCl)NC(=O)N(CCCl)N=O. Cell line: EKVX. (3) Cell line: 786-0. Drug 2: CC12CCC3C(C1CCC2OP(=O)(O)O)CCC4=C3C=CC(=C4)OC(=O)N(CCCl)CCCl.[Na+]. Synergy scores: CSS=2.00, Synergy_ZIP=0.265, Synergy_Bliss=1.97, Synergy_Loewe=-2.93, Synergy_HSA=-0.683. Drug 1: C(CN)CNCCSP(=O)(O)O.